This data is from NCI-60 drug combinations with 297,098 pairs across 59 cell lines. The task is: Regression. Given two drug SMILES strings and cell line genomic features, predict the synergy score measuring deviation from expected non-interaction effect. (1) Drug 1: C1=CC(=CC=C1CCC2=CNC3=C2C(=O)NC(=N3)N)C(=O)NC(CCC(=O)O)C(=O)O. Drug 2: COC1=C2C(=CC3=C1OC=C3)C=CC(=O)O2. Cell line: HCT-15. Synergy scores: CSS=45.6, Synergy_ZIP=5.42, Synergy_Bliss=4.72, Synergy_Loewe=-25.5, Synergy_HSA=3.49. (2) Drug 1: CC(C1=C(C=CC(=C1Cl)F)Cl)OC2=C(N=CC(=C2)C3=CN(N=C3)C4CCNCC4)N. Drug 2: CNC(=O)C1=CC=CC=C1SC2=CC3=C(C=C2)C(=NN3)C=CC4=CC=CC=N4. Cell line: EKVX. Synergy scores: CSS=18.4, Synergy_ZIP=-3.32, Synergy_Bliss=5.45, Synergy_Loewe=6.21, Synergy_HSA=5.96. (3) Drug 1: CC1OCC2C(O1)C(C(C(O2)OC3C4COC(=O)C4C(C5=CC6=C(C=C35)OCO6)C7=CC(=C(C(=C7)OC)O)OC)O)O. Drug 2: C1=CC(=CC=C1C#N)C(C2=CC=C(C=C2)C#N)N3C=NC=N3. Cell line: SNB-19. Synergy scores: CSS=18.2, Synergy_ZIP=2.82, Synergy_Bliss=-4.38, Synergy_Loewe=-18.0, Synergy_HSA=-3.95. (4) Drug 1: CC1=CC=C(C=C1)C2=CC(=NN2C3=CC=C(C=C3)S(=O)(=O)N)C(F)(F)F. Drug 2: CCN(CC)CCCC(C)NC1=C2C=C(C=CC2=NC3=C1C=CC(=C3)Cl)OC. Cell line: EKVX. Synergy scores: CSS=15.0, Synergy_ZIP=-4.33, Synergy_Bliss=-2.53, Synergy_Loewe=-14.4, Synergy_HSA=-3.77.